Dataset: NCI-60 drug combinations with 297,098 pairs across 59 cell lines. Task: Regression. Given two drug SMILES strings and cell line genomic features, predict the synergy score measuring deviation from expected non-interaction effect. (1) Drug 1: C1=CC(=C2C(=C1NCCNCCO)C(=O)C3=C(C=CC(=C3C2=O)O)O)NCCNCCO. Drug 2: C1=CC(=CC=C1C#N)C(C2=CC=C(C=C2)C#N)N3C=NC=N3. Cell line: CAKI-1. Synergy scores: CSS=49.8, Synergy_ZIP=-1.08, Synergy_Bliss=-1.96, Synergy_Loewe=-33.7, Synergy_HSA=0.191. (2) Drug 1: C1=CN(C(=O)N=C1N)C2C(C(C(O2)CO)O)O.Cl. Drug 2: CC1=C(C(=O)C2=C(C1=O)N3CC4C(C3(C2COC(=O)N)OC)N4)N. Cell line: NCI-H322M. Synergy scores: CSS=16.5, Synergy_ZIP=-4.70, Synergy_Bliss=3.85, Synergy_Loewe=1.46, Synergy_HSA=2.67. (3) Drug 1: C1CCC(C1)C(CC#N)N2C=C(C=N2)C3=C4C=CNC4=NC=N3. Drug 2: CC1C(C(CC(O1)OC2CC(CC3=C2C(=C4C(=C3O)C(=O)C5=C(C4=O)C(=CC=C5)OC)O)(C(=O)CO)O)N)O.Cl. Cell line: HOP-92. Synergy scores: CSS=74.0, Synergy_ZIP=19.5, Synergy_Bliss=19.7, Synergy_Loewe=0.367, Synergy_HSA=20.9. (4) Drug 1: C1CN(CCN1C(=O)CCBr)C(=O)CCBr. Drug 2: C1CCC(C(C1)N)N.C(=O)(C(=O)[O-])[O-].[Pt+4]. Cell line: SNB-75. Synergy scores: CSS=14.6, Synergy_ZIP=-5.43, Synergy_Bliss=2.41, Synergy_Loewe=2.53, Synergy_HSA=3.51. (5) Drug 1: CC=C1C(=O)NC(C(=O)OC2CC(=O)NC(C(=O)NC(CSSCCC=C2)C(=O)N1)C(C)C)C(C)C. Drug 2: CC(C)CN1C=NC2=C1C3=CC=CC=C3N=C2N. Cell line: SNB-19. Synergy scores: CSS=54.0, Synergy_ZIP=1.43, Synergy_Bliss=0.972, Synergy_Loewe=-30.6, Synergy_HSA=2.87. (6) Drug 1: CC1C(C(CC(O1)OC2CC(CC3=C2C(=C4C(=C3O)C(=O)C5=C(C4=O)C(=CC=C5)OC)O)(C(=O)C)O)N)O.Cl. Drug 2: CN1C2=C(C=C(C=C2)N(CCCl)CCCl)N=C1CCCC(=O)O.Cl. Cell line: OVCAR-5. Synergy scores: CSS=11.6, Synergy_ZIP=-1.98, Synergy_Bliss=3.96, Synergy_Loewe=-20.2, Synergy_HSA=1.74.